Dataset: Reaction yield outcomes from USPTO patents with 853,638 reactions. Task: Predict the reaction yield, written as a fraction of the theoretical maximum amount of product (1.0 means a 100% yield; for example, 0.34 means a 34% yield). (1) The reactants are [Cl-].O[NH3+:3].[C:4](=[O:7])([O-])[OH:5].[Na+].CS(C)=O.[CH2:13]([C:15]1[N:16]([C:40]2[CH:41]=[CH:42][C:43]3[O:47][CH:46]([CH3:48])[CH2:45][C:44]=3[CH:49]=2)[C:17](=[O:39])[C:18]([CH2:24][C:25]2[CH:30]=[CH:29][C:28]([C:31]3[C:32]([C:37]#[N:38])=[CH:33][CH:34]=[CH:35][CH:36]=3)=[CH:27][CH:26]=2)=[C:19]([CH2:21][CH2:22][CH3:23])[N:20]=1)[CH3:14]. The catalyst is C(OCC)(=O)C. The product is [CH2:13]([C:15]1[N:16]([C:40]2[CH:41]=[CH:42][C:43]3[O:47][CH:46]([CH3:48])[CH2:45][C:44]=3[CH:49]=2)[C:17](=[O:39])[C:18]([CH2:24][C:25]2[CH:26]=[CH:27][C:28]([C:31]3[CH:36]=[CH:35][CH:34]=[CH:33][C:32]=3[C:37]3[NH:3][C:4](=[O:7])[O:5][N:38]=3)=[CH:29][CH:30]=2)=[C:19]([CH2:21][CH2:22][CH3:23])[N:20]=1)[CH3:14]. The yield is 0.490. (2) The reactants are N[C:2]1[S:3][C:4]2[C:9]([OH:10])=[C:8]([C:11]3[NH:16][C:15]4[CH:17]=[CH:18][CH:19]=[CH:20][C:14]=4[S:13](=[O:22])(=[O:21])[N:12]=3)[C:7](=[O:23])[N:6]([CH2:24][C:25]3[CH:30]=[CH:29][CH:28]=[CH:27][CH:26]=3)[C:5]=2[N:31]=1.N(OC(C)(C)C)=O. The catalyst is CN(C=O)C. The product is [CH2:24]([N:6]1[C:7](=[O:23])[C:8]([C:11]2[NH:16][C:15]3[CH:17]=[CH:18][CH:19]=[CH:20][C:14]=3[S:13](=[O:21])(=[O:22])[N:12]=2)=[C:9]([OH:10])[C:4]2[S:3][CH:2]=[N:31][C:5]1=2)[C:25]1[CH:26]=[CH:27][CH:28]=[CH:29][CH:30]=1. The yield is 0.540. (3) The reactants are [CH2:1]([O:8][C:9]1[CH:10]=[CH:11][C:12]([CH2:15]Cl)=[N:13][CH:14]=1)[C:2]1[CH:7]=[CH:6][CH:5]=[CH:4][CH:3]=1.O.[C-:18]#[N:19].[Na+]. The product is [CH2:1]([O:8][C:9]1[CH:10]=[CH:11][C:12]([CH2:15][C:18]#[N:19])=[N:13][CH:14]=1)[C:2]1[CH:7]=[CH:6][CH:5]=[CH:4][CH:3]=1. The catalyst is C(O)C. The yield is 0.870. (4) The reactants are Cl[C:2]1[C:7]([C:8]([O:10][CH2:11][CH3:12])=[O:9])=[C:6]([CH3:13])[N:5]=[C:4]([S:14][CH3:15])[N:3]=1.[CH3:16][N:17]1[C:21]([CH3:22])=[C:20](B2OC(C)(C)C(C)(C)O2)[CH:19]=[N:18]1.C(=O)([O-])[O-].[Na+].[Na+]. The catalyst is CC(N(C)C)=O.C1C=CC(P(C2C=CC=CC=2)[C-]2C=CC=C2)=CC=1.C1C=CC(P(C2C=CC=CC=2)[C-]2C=CC=C2)=CC=1.Cl[Pd]Cl.[Fe+2]. The product is [CH3:16][N:17]1[C:21]([CH3:22])=[C:20]([C:2]2[C:7]([C:8]([O:10][CH2:11][CH3:12])=[O:9])=[C:6]([CH3:13])[N:5]=[C:4]([S:14][CH3:15])[N:3]=2)[CH:19]=[N:18]1. The yield is 0.710. (5) The reactants are [Cl:1][C:2]1[CH:7]=[C:6]([Cl:8])[CH:5]=[CH:4][C:3]=1[NH:9][C:10]1[N:14]([CH2:15][CH2:16][CH2:17][CH2:18][CH2:19]O)[C:13]2[C:21]([N:25]([CH2:28][CH3:29])[CH2:26][CH3:27])=[CH:22][CH:23]=[CH:24][C:12]=2[N:11]=1.CS(Cl)(=O)=O.C(=O)([O-])[O-].[K+].[K+]. The catalyst is N1C=CC=CC=1.C(=O)([O-])O.[Na+].C(OCC)(=O)C. The product is [Cl:1][C:2]1[CH:7]=[C:6]([Cl:8])[CH:5]=[CH:4][C:3]=1[N:9]1[C:10]2=[N:11][C:12]3[C:13](=[C:21]([N:25]([CH2:28][CH3:29])[CH2:26][CH3:27])[CH:22]=[CH:23][CH:24]=3)[N:14]2[CH2:15][CH2:16][CH2:17][CH2:18][CH2:19]1. The yield is 0.760. (6) The reactants are [N:1]1([C:7]2[CH:8]=[CH:9][C:10]3[CH2:11][N:12]([C:18]([O:20][C:21]([CH3:24])([CH3:23])[CH3:22])=[O:19])[CH2:13][CH2:14][O:15][C:16]=3[N:17]=2)[CH2:6][CH2:5][NH:4][CH2:3][CH2:2]1.C(OCC)C.[C:30]([N:34]=[C:35]=[O:36])([CH3:33])([CH3:32])[CH3:31]. The catalyst is C1COCC1. The product is [C:30]([NH:34][C:35]([N:4]1[CH2:5][CH2:6][N:1]([C:7]2[CH:8]=[CH:9][C:10]3[CH2:11][N:12]([C:18]([O:20][C:21]([CH3:24])([CH3:23])[CH3:22])=[O:19])[CH2:13][CH2:14][O:15][C:16]=3[N:17]=2)[CH2:2][CH2:3]1)=[O:36])([CH3:33])([CH3:32])[CH3:31]. The yield is 0.850.